Dataset: Orexin1 receptor HTS with 218,158 compounds and 233 confirmed actives. Task: Binary Classification. Given a drug SMILES string, predict its activity (active/inactive) in a high-throughput screening assay against a specified biological target. (1) The molecule is S(=O)(=O)(N(c1c(cc(cc1)C)C)CC(=O)Nc1c(c2ccccc2)cccc1)c1ccc(cc1)C. The result is 0 (inactive). (2) The drug is O=C(NN\C=C1\C(=O)C(CC=C)=CC=C1)c1n(nc([N+]([O-])=O)c1)Cc1ccccc1. The result is 0 (inactive).